Dataset: Catalyst prediction with 721,799 reactions and 888 catalyst types from USPTO. Task: Predict which catalyst facilitates the given reaction. Reactant: [C:1]([Si:5]([CH3:31])([CH3:30])[O:6][C@H:7]1[CH2:11][CH2:10][C@H:9]([NH:12][C:13]2[C:18]([CH2:19][NH:20][C:21]3[CH:26]=[CH:25][C:24]([CH2:27][CH3:28])=[CH:23][CH:22]=3)=[CH:17][N:16]=[C:15]([Cl:29])[N:14]=2)[CH2:8]1)([CH3:4])([CH3:3])[CH3:2].C(N(CC)CC)C.[C:39](Cl)(Cl)=[O:40].C1(C)C=CC=CC=1. Product: [C:1]([Si:5]([CH3:31])([CH3:30])[O:6][C@H:7]1[CH2:11][CH2:10][C@H:9]([N:12]2[C:13]3=[N:14][C:15]([Cl:29])=[N:16][CH:17]=[C:18]3[CH2:19][N:20]([C:21]3[CH:26]=[CH:25][C:24]([CH2:27][CH3:28])=[CH:23][CH:22]=3)[C:39]2=[O:40])[CH2:8]1)([CH3:3])([CH3:2])[CH3:4]. The catalyst class is: 112.